The task is: Predict the reaction yield, written as a fraction of the theoretical maximum amount of product (1.0 means a 100% yield; for example, 0.34 means a 34% yield).. This data is from Reaction yield outcomes from USPTO patents with 853,638 reactions. The reactants are [CH3:1][C:2]([C:6]1[CH:11]=[CH:10][C:9]([SH:12])=[CH:8][CH:7]=1)([CH3:5])[CH2:3][CH3:4].[H-].[Na+].[C:15]([O:19][C:20]([N:22]1[CH2:28][CH2:27][C:26]2[C:29]([CH2:34]Cl)=[C:30]([Cl:33])[CH:31]=[CH:32][C:25]=2[CH2:24][CH2:23]1)=[O:21])([CH3:18])([CH3:17])[CH3:16].[I-].[Na+]. The catalyst is CN(C=O)C. The product is [C:15]([O:19][C:20]([N:22]1[CH2:28][CH2:27][C:26]2[C:29]([CH2:34][S:12][C:9]3[CH:8]=[CH:7][C:6]([C:2]([CH3:1])([CH3:5])[CH2:3][CH3:4])=[CH:11][CH:10]=3)=[C:30]([Cl:33])[CH:31]=[CH:32][C:25]=2[CH2:24][CH2:23]1)=[O:21])([CH3:18])([CH3:17])[CH3:16]. The yield is 0.400.